Dataset: NCI-60 drug combinations with 297,098 pairs across 59 cell lines. Task: Regression. Given two drug SMILES strings and cell line genomic features, predict the synergy score measuring deviation from expected non-interaction effect. (1) Drug 1: C1CCC(C1)C(CC#N)N2C=C(C=N2)C3=C4C=CNC4=NC=N3. Drug 2: CC(C)(C#N)C1=CC(=CC(=C1)CN2C=NC=N2)C(C)(C)C#N. Cell line: IGROV1. Synergy scores: CSS=10.7, Synergy_ZIP=0.0186, Synergy_Bliss=3.17, Synergy_Loewe=3.78, Synergy_HSA=3.93. (2) Drug 1: CC1C(C(CC(O1)OC2CC(OC(C2O)C)OC3=CC4=CC5=C(C(=O)C(C(C5)C(C(=O)C(C(C)O)O)OC)OC6CC(C(C(O6)C)O)OC7CC(C(C(O7)C)O)OC8CC(C(C(O8)C)O)(C)O)C(=C4C(=C3C)O)O)O)O. Drug 2: CN1C2=C(C=C(C=C2)N(CCCl)CCCl)N=C1CCCC(=O)O.Cl. Cell line: UO-31. Synergy scores: CSS=16.0, Synergy_ZIP=3.92, Synergy_Bliss=5.33, Synergy_Loewe=-40.5, Synergy_HSA=4.36. (3) Drug 1: C1=CC(=CC=C1C#N)C(C2=CC=C(C=C2)C#N)N3C=NC=N3. Drug 2: COC1=C2C(=CC3=C1OC=C3)C=CC(=O)O2. Cell line: HCC-2998. Synergy scores: CSS=17.1, Synergy_ZIP=-10.2, Synergy_Bliss=-15.1, Synergy_Loewe=-9.12, Synergy_HSA=-9.12. (4) Drug 1: COC1=CC(=CC(=C1O)OC)C2C3C(COC3=O)C(C4=CC5=C(C=C24)OCO5)OC6C(C(C7C(O6)COC(O7)C8=CC=CS8)O)O. Drug 2: CCC1(C2=C(COC1=O)C(=O)N3CC4=CC5=C(C=CC(=C5CN(C)C)O)N=C4C3=C2)O.Cl. Cell line: BT-549. Synergy scores: CSS=40.1, Synergy_ZIP=1.06, Synergy_Bliss=1.44, Synergy_Loewe=2.70, Synergy_HSA=5.44. (5) Synergy scores: CSS=-2.01, Synergy_ZIP=1.01, Synergy_Bliss=0.461, Synergy_Loewe=-2.35, Synergy_HSA=-1.94. Cell line: OVCAR-8. Drug 1: C1=CC=C(C(=C1)C(C2=CC=C(C=C2)Cl)C(Cl)Cl)Cl. Drug 2: COC1=NC(=NC2=C1N=CN2C3C(C(C(O3)CO)O)O)N. (6) Drug 1: CC1=C2C(C(=O)C3(C(CC4C(C3C(C(C2(C)C)(CC1OC(=O)C(C(C5=CC=CC=C5)NC(=O)C6=CC=CC=C6)O)O)OC(=O)C7=CC=CC=C7)(CO4)OC(=O)C)O)C)OC(=O)C. Drug 2: CC1C(C(CC(O1)OC2CC(CC3=C2C(=C4C(=C3O)C(=O)C5=C(C4=O)C(=CC=C5)OC)O)(C(=O)CO)O)N)O.Cl. Cell line: U251. Synergy scores: CSS=45.9, Synergy_ZIP=-9.10, Synergy_Bliss=-9.93, Synergy_Loewe=-9.44, Synergy_HSA=-3.90. (7) Drug 1: C1=NC2=C(N1)C(=S)N=CN2. Drug 2: COC1=NC(=NC2=C1N=CN2C3C(C(C(O3)CO)O)O)N. Cell line: TK-10. Synergy scores: CSS=3.47, Synergy_ZIP=-8.15, Synergy_Bliss=-14.9, Synergy_Loewe=-14.8, Synergy_HSA=-10.4.